This data is from Full USPTO retrosynthesis dataset with 1.9M reactions from patents (1976-2016). The task is: Predict the reactants needed to synthesize the given product. (1) Given the product [Cl:19][C:15]1[CH:14]=[C:13]([CH:12]2[C:11]([C:26]#[N:27])([C:20]3[CH:21]=[N:22][CH:23]=[CH:24][CH:25]=3)[CH:10]([CH2:28][C:29]([CH3:31])([CH3:32])[CH3:30])[NH:9][CH:8]2[C:6]([OH:7])=[O:5])[CH:18]=[CH:17][CH:16]=1, predict the reactants needed to synthesize it. The reactants are: C([O:5][C:6]([CH:8]1[CH:12]([C:13]2[CH:18]=[CH:17][CH:16]=[C:15]([Cl:19])[CH:14]=2)[C:11]([C:26]#[N:27])([C:20]2[CH:21]=[N:22][CH:23]=[CH:24][CH:25]=2)[CH:10]([CH2:28][C:29]([CH3:32])([CH3:31])[CH3:30])[NH:9]1)=[O:7])(C)(C)C. (2) Given the product [C:56]([O:60][C:61]([NH:63][C@@H:64]([CH3:76])[C:65]([NH:67][C@@H:68]([CH2:72][CH:73]([CH3:75])[CH3:74])[C:69]([NH:26][CH2:27][C:28](=[C:30]1[CH2:35][CH2:34][CH2:33][N:32]([C:36]2[C:45]([O:46][CH3:47])=[C:44]3[C:39]([C:40](=[O:54])[C:41]([C:51]([OH:53])=[O:52])=[CH:42][N:43]3[CH:48]3[CH2:50][CH2:49]3)=[CH:38][C:37]=2[F:55])[CH2:31]1)[F:29])=[O:70])=[O:66])=[O:62])([CH3:59])([CH3:58])[CH3:57], predict the reactants needed to synthesize it. The reactants are: CN(C(ON1N=NC2C=CC=NC1=2)=[N+](C)C)C.F[P-](F)(F)(F)(F)F.Cl.[NH2:26][CH2:27][C:28](=[C:30]1[CH2:35][CH2:34][CH2:33][N:32]([C:36]2[C:45]([O:46][CH3:47])=[C:44]3[C:39]([C:40](=[O:54])[C:41]([C:51]([OH:53])=[O:52])=[CH:42][N:43]3[CH:48]3[CH2:50][CH2:49]3)=[CH:38][C:37]=2[F:55])[CH2:31]1)[F:29].[C:56]([O:60][C:61]([NH:63][C@@H:64]([CH3:76])[C:65]([NH:67][C@@H:68]([CH2:72][CH:73]([CH3:75])[CH3:74])[C:69](O)=[O:70])=[O:66])=[O:62])([CH3:59])([CH3:58])[CH3:57].CCN(C(C)C)C(C)C. (3) Given the product [C:32]([N:4]1[C:5]2[C:10](=[CH:9][CH:8]=[CH:7][CH:6]=2)[C@H:11]([NH:15][C:16](=[O:22])[O:17][C:18]([CH3:20])([CH3:19])[CH3:21])[C@@H:12]([CH2:13][CH3:14])[C@@H:3]1[CH2:1][CH3:2])(=[O:34])[CH3:33], predict the reactants needed to synthesize it. The reactants are: [CH2:1]([C@H:3]1[C@H:12]([CH2:13][CH3:14])[C@@H:11]([NH:15][C:16](=[O:22])[O:17][C:18]([CH3:21])([CH3:20])[CH3:19])[C:10]2[C:5](=[CH:6][CH:7]=[CH:8][CH:9]=2)[NH:4]1)[CH3:2].CCN(C(C)C)C(C)C.[C:32](Cl)(=[O:34])[CH3:33]. (4) Given the product [CH:40]1([CH2:39][N:23]2[C:22]3[CH:26]=[C:27]([O:30][CH3:31])[CH:28]=[CH:29][C:21]=3[O:20][C@H:19]([C:32]3[CH:37]=[CH:36][CH:35]=[CH:34][CH:33]=3)[C@H:18]([NH:17][C:15](=[O:16])[C@H:13]([CH3:14])[NH:12][C:10](=[O:11])[CH2:9][C:4]3[CH:5]=[C:6]([F:8])[CH:7]=[C:2]([F:1])[CH:3]=3)[C:24]2=[O:25])[CH2:42][CH2:41]1, predict the reactants needed to synthesize it. The reactants are: [F:1][C:2]1[CH:3]=[C:4]([CH2:9][C:10]([NH:12][C@H:13]([C:15]([NH:17][C@@H:18]2[C:24](=[O:25])[NH:23][C:22]3[CH:26]=[C:27]([O:30][CH3:31])[CH:28]=[CH:29][C:21]=3[O:20][C@@H:19]2[C:32]2[CH:37]=[CH:36][CH:35]=[CH:34][CH:33]=2)=[O:16])[CH3:14])=[O:11])[CH:5]=[C:6]([F:8])[CH:7]=1.Br[CH2:39][CH:40]1[CH2:42][CH2:41]1.C(=O)([O-])[O-].[Cs+].[Cs+]. (5) Given the product [Cl:1][C:2]1[C:7]([O:8][C:9]([F:12])([F:11])[F:10])=[CH:6][C:5](/[CH:13]=[CH:14]/[C:15]([N:38]2[CH:32]3[CH2:31][N:30]([CH2:29][C:28]4[CH:39]=[CH:40][C:25]([F:24])=[CH:26][CH:27]=4)[CH2:37][CH:36]2[CH2:35][O:34][CH2:33]3)=[O:17])=[C:4]([S:18]([N:19]([CH3:20])[CH3:21])(=[O:23])=[O:22])[CH:3]=1, predict the reactants needed to synthesize it. The reactants are: [Cl:1][C:2]1[C:7]([O:8][C:9]([F:12])([F:11])[F:10])=[CH:6][C:5](/[CH:13]=[CH:14]/[C:15]([OH:17])=O)=[C:4]([S:18](=[O:23])(=[O:22])[N:19]([CH3:21])[CH3:20])[CH:3]=1.[F:24][C:25]1[CH:40]=[CH:39][C:28]([CH2:29][N:30]2[CH2:37][CH:36]3[NH:38][CH:32]([CH2:33][O:34][CH2:35]3)[CH2:31]2)=[CH:27][CH:26]=1. (6) Given the product [CH2:11]([O:18][C:19]1[C:32]2[S:31][C:30]3[C:25](=[CH:26][CH:27]=[CH:28][CH:29]=3)[C:24](=[O:33])[C:23]=2[C:22]([NH:8][CH2:7][C:6]2[CH:9]=[CH:10][C:3]([O:2][CH3:1])=[CH:4][CH:5]=2)=[CH:21][CH:20]=1)[C:12]1[CH:17]=[CH:16][CH:15]=[CH:14][CH:13]=1, predict the reactants needed to synthesize it. The reactants are: [CH3:1][O:2][C:3]1[CH:10]=[CH:9][C:6]([CH2:7][NH2:8])=[CH:5][CH:4]=1.[CH2:11]([O:18][C:19]1[C:32]2[S:31][C:30]3[C:25](=[CH:26][CH:27]=[CH:28][CH:29]=3)[C:24](=[O:33])[C:23]=2[C:22](F)=[CH:21][CH:20]=1)[C:12]1[CH:17]=[CH:16][CH:15]=[CH:14][CH:13]=1. (7) Given the product [CH3:1][O:2][C:3]1[CH:24]=[CH:23][C:6]2[CH2:7][CH2:8][N:9]([S:12]([C:15]3[CH:16]=[CH:17][C:18]([CH3:21])=[CH:19][CH:20]=3)(=[O:13])=[O:14])[CH2:10][CH2:11][C:5]=2[CH:4]=1, predict the reactants needed to synthesize it. The reactants are: [CH3:1][O:2][C:3]1[CH:24]=[CH:23][C:6]2[C:7](=O)[CH2:8][N:9]([S:12]([C:15]3[CH:20]=[CH:19][C:18]([CH3:21])=[CH:17][CH:16]=3)(=[O:14])=[O:13])[CH2:10][CH2:11][C:5]=2[CH:4]=1.C(O)(=O)C.Cl.CCO.